This data is from Full USPTO retrosynthesis dataset with 1.9M reactions from patents (1976-2016). The task is: Predict the reactants needed to synthesize the given product. (1) Given the product [CH:12]1([C:2]2[C:3]3[CH:10]=[CH:9][NH:8][C:4]=3[N:5]=[CH:6][N:7]=2)[CH2:16][CH2:15][CH2:14][CH2:13]1, predict the reactants needed to synthesize it. The reactants are: Cl[C:2]1[C:3]2[CH:10]=[CH:9][NH:8][C:4]=2[N:5]=[CH:6][N:7]=1.[Br-].[CH:12]1([Zn+])[CH2:16][CH2:15][CH2:14][CH2:13]1.O1CCOCC1. (2) Given the product [CH3:1][C:2]1[N:7]=[C:6]2[S:8][C:9]3[CH2:13][CH2:12][CH2:11][C:10]=3[C:5]2=[C:4]([C:14]2[CH:19]=[CH:18][C:17]([CH3:20])=[CH:16][CH:15]=2)[C:3]=1[CH:21]([CH2:42][O:43][CH2:44][C:45]1[CH:50]=[CH:49][CH:48]=[CH:47][CH:46]=1)[C:22]([O:24][CH3:25])=[O:23], predict the reactants needed to synthesize it. The reactants are: [CH3:1][C:2]1[N:7]=[C:6]2[S:8][C:9]3[CH2:13][CH2:12][CH2:11][C:10]=3[C:5]2=[C:4]([C:14]2[CH:19]=[CH:18][C:17]([CH3:20])=[CH:16][CH:15]=2)[C:3]=1[CH2:21][C:22]([O:24][CH3:25])=[O:23].[Li+].C[Si]([N-][Si](C)(C)C)(C)C.C1COCC1.Cl[CH2:42][O:43][CH2:44][C:45]1[CH:50]=[CH:49][CH:48]=[CH:47][CH:46]=1.[I-].[K+].[Cl-].[NH4+]. (3) Given the product [CH2:39]([N:47]([CH2:48][CH2:74][CH3:75])[C:45]([C:44]1[CH:83]=[C:84]([CH:85]=[CH:42][CH:43]=1)[C:86]([OH:88])=[O:87])=[O:46])[CH2:2][CH3:3], predict the reactants needed to synthesize it. The reactants are: F[C:2]1[CH:3]=C(C=C(F)[CH:39]=1)C[C@H](C(N1[C@@H](CC2C=CC=CC=2)COC1=O)=O)[C@@H](C1COCCN1C(OC(C)(C)C)=O)O.Br[C:42]1[CH:43]=[C:44]([CH:83]=[C:84]([C:86]([O:88]C)=[O:87])[CH:85]=1)[C:45]([NH:47][C@@H:48]([CH2:74][C:75]1C=C(F)C=C(F)C=1)[C@@H]([C@H]1C[C@@H](OCCC)CN1C(OC(C)(C)C)=O)O[Si](C(C)(C)C)(C)C)=[O:46].C(O[C@H]1CN(C(OC(C)(C)C)=O)[C@@H](C(O)=O)C1)C=C.CCN(C(C)C)C(C)C.CN(C(ON1N=NC2C=CC=NC1=2)=[N+](C)C)C.F[P-](F)(F)(F)(F)F.N[C@@H](CC1C=C(F)C=C(F)C=1)[C@@H]([C@H]1C[C@@H](OCCC)CN1C(OC(C)(C)C)=O)O[Si](C(C)(C)C)(C)C.